From a dataset of Forward reaction prediction with 1.9M reactions from USPTO patents (1976-2016). Predict the product of the given reaction. The product is: [Br:12][CH2:11][O:7][C:1]1[CH:6]=[CH:5][CH:4]=[CH:3][CH:2]=1. Given the reactants [C:1]1([OH:7])[CH:6]=[CH:5][CH:4]=[CH:3][CH:2]=1.[OH-].[Na+].C(Br)[CH2:11][Br:12], predict the reaction product.